Dataset: HIV replication inhibition screening data with 41,000+ compounds from the AIDS Antiviral Screen. Task: Binary Classification. Given a drug SMILES string, predict its activity (active/inactive) in a high-throughput screening assay against a specified biological target. (1) The compound is NC(=O)Cn1c(=O)[nH]c(=O)c2[nH]cnc21. The result is 0 (inactive). (2) The molecule is CCOC(=O)CCC(NC(=O)OCc1ccccc1)C(=O)NC(CCC(=O)OCC)C(=O)NC(CCC(=O)OCC)C(=O)NC(CCC(=O)OCC)C(=O)NC(CCC(=O)OCC)C(=O)NC(CCC(=O)OCC)C(=O)NC(CCC(=O)OCC)C(=O)OCC. The result is 0 (inactive). (3) The drug is COc1cc(CNc2nc3cc(C(F)(F)F)ccc3nc2C(=O)O)cc(OC)c1OC. The result is 0 (inactive).